Task: Predict the reaction yield, written as a fraction of the theoretical maximum amount of product (1.0 means a 100% yield; for example, 0.34 means a 34% yield).. Dataset: Reaction yield outcomes from USPTO patents with 853,638 reactions (1) The reactants are [CH3:1][N:2]([CH3:24])[C:3]1[CH:4]=[C:5]2[C:10](=[CH:11][CH:12]=1)[N:9]=[CH:8][CH:7]=[C:6]2[NH:13][C:14]1[CH:19]=[CH:18][C:17]([NH:20]C(=O)C)=[CH:16][CH:15]=1.[ClH:25]. The catalyst is O1CCOCC1.CO.CCOC(C)=O. The product is [Cl-:25].[NH2:20][C:17]1[CH:18]=[CH:19][C:14]([NH:13][C:6]2[C:5]3[C:10](=[CH:11][CH:12]=[C:3]([N:2]([CH3:1])[CH3:24])[CH:4]=3)[NH+:9]=[CH:8][CH:7]=2)=[CH:15][CH:16]=1. The yield is 1.00. (2) The reactants are Cl[CH:2]([CH:14]1[CH2:19][CH2:18][CH2:17][CH2:16][CH2:15]1)[C:3]1[O:4][C:5]2[CH:12]=[CH:11][C:10]([CH3:13])=[CH:9][C:6]=2[C:7]=1[CH3:8].[NH2:20][C:21]1[CH:26]=[CH:25][C:24]([C:27]([NH:29][CH2:30][CH2:31][C:32]([O:34]CC)=[O:33])=[O:28])=[CH:23][CH:22]=1.[I-].[Na+].C(=O)([O-])[O-].[Na+].[Na+].Cl. The catalyst is C(O)C.O1CCCC1.CN(C)C=O. The product is [CH:14]1([C@H:2]([NH:20][C:21]2[CH:22]=[CH:23][C:24]([C:27]([NH:29][CH2:30][CH2:31][C:32]([OH:34])=[O:33])=[O:28])=[CH:25][CH:26]=2)[C:3]2[O:4][C:5]3[CH:12]=[CH:11][C:10]([CH3:13])=[CH:9][C:6]=3[C:7]=2[CH3:8])[CH2:19][CH2:18][CH2:17][CH2:16][CH2:15]1. The yield is 0.670.